Dataset: Forward reaction prediction with 1.9M reactions from USPTO patents (1976-2016). Task: Predict the product of the given reaction. (1) Given the reactants Cl[CH2:2][C:3]1[CH:8]=[CH:7][CH:6]=[C:5]([S:9][CH:10]2[CH2:14][CH2:13][CH2:12][CH2:11]2)[N:4]=1.C([O:17][C:18]([CH:20]1[CH2:22][CH:21]1[C:23]1[CH:28]=[CH:27][C:26]([OH:29])=[C:25]([F:30])[CH:24]=1)=[O:19])C, predict the reaction product. The product is: [CH:10]1([S:9][C:5]2[N:4]=[C:3]([CH2:2][O:29][C:26]3[CH:27]=[CH:28][C:23]([CH:21]4[CH2:22][CH:20]4[C:18]([OH:19])=[O:17])=[CH:24][C:25]=3[F:30])[CH:8]=[CH:7][CH:6]=2)[CH2:14][CH2:13][CH2:12][CH2:11]1. (2) Given the reactants [OH:1][C:2]1[CH:7]=[C:6]([O:8][CH3:9])[CH:5]=[CH:4][C:3]=1[C:10]([C:12]1[CH:17]=[CH:16][C:15]([OH:18])=[CH:14][CH:13]=1)=O.[C:19](OC(=O)C)(=[O:21])[CH3:20].C(N(CC)CC)C.[F:33][C:34]1[CH:39]=[CH:38][C:37]([CH2:40][C:41]([OH:43])=O)=[CH:36][CH:35]=1, predict the reaction product. The product is: [C:19]([O:18][C:15]1[CH:16]=[CH:17][C:12]([C:10]2[C:3]3[C:2](=[CH:7][C:6]([O:8][CH3:9])=[CH:5][CH:4]=3)[O:1][C:41](=[O:43])[C:40]=2[C:37]2[CH:36]=[CH:35][C:34]([F:33])=[CH:39][CH:38]=2)=[CH:13][CH:14]=1)(=[O:21])[CH3:20].